Dataset: NCI-60 drug combinations with 297,098 pairs across 59 cell lines. Task: Regression. Given two drug SMILES strings and cell line genomic features, predict the synergy score measuring deviation from expected non-interaction effect. (1) Drug 1: CCC1(CC2CC(C3=C(CCN(C2)C1)C4=CC=CC=C4N3)(C5=C(C=C6C(=C5)C78CCN9C7C(C=CC9)(C(C(C8N6C=O)(C(=O)OC)O)OC(=O)C)CC)OC)C(=O)OC)O.OS(=O)(=O)O. Drug 2: CCN(CC)CCNC(=O)C1=C(NC(=C1C)C=C2C3=C(C=CC(=C3)F)NC2=O)C. Cell line: OVCAR-4. Synergy scores: CSS=1.43, Synergy_ZIP=-0.461, Synergy_Bliss=5.51, Synergy_Loewe=5.62, Synergy_HSA=5.45. (2) Drug 1: C1CC(=O)NC(=O)C1N2CC3=C(C2=O)C=CC=C3N. Synergy scores: CSS=-0.826, Synergy_ZIP=-1.74, Synergy_Bliss=-4.60, Synergy_Loewe=-8.56, Synergy_HSA=-4.87. Drug 2: B(C(CC(C)C)NC(=O)C(CC1=CC=CC=C1)NC(=O)C2=NC=CN=C2)(O)O. Cell line: UO-31. (3) Drug 1: CC(C1=C(C=CC(=C1Cl)F)Cl)OC2=C(N=CC(=C2)C3=CN(N=C3)C4CCNCC4)N. Drug 2: CC(CN1CC(=O)NC(=O)C1)N2CC(=O)NC(=O)C2. Cell line: K-562. Synergy scores: CSS=42.3, Synergy_ZIP=-7.26, Synergy_Bliss=-8.51, Synergy_Loewe=-20.4, Synergy_HSA=-7.63. (4) Drug 1: CCC1=CC2CC(C3=C(CN(C2)C1)C4=CC=CC=C4N3)(C5=C(C=C6C(=C5)C78CCN9C7C(C=CC9)(C(C(C8N6C)(C(=O)OC)O)OC(=O)C)CC)OC)C(=O)OC.C(C(C(=O)O)O)(C(=O)O)O. Drug 2: CN(C(=O)NC(C=O)C(C(C(CO)O)O)O)N=O. Cell line: IGROV1. Synergy scores: CSS=36.7, Synergy_ZIP=2.88, Synergy_Bliss=4.33, Synergy_Loewe=-63.7, Synergy_HSA=5.46. (5) Drug 1: C1=CC=C(C=C1)NC(=O)CCCCCCC(=O)NO. Drug 2: C(CC(=O)O)C(=O)CN.Cl. Cell line: KM12. Synergy scores: CSS=26.4, Synergy_ZIP=-8.26, Synergy_Bliss=-6.22, Synergy_Loewe=-7.84, Synergy_HSA=-2.89. (6) Drug 1: C1=C(C(=O)NC(=O)N1)N(CCCl)CCCl. Drug 2: C1=CC=C(C=C1)NC(=O)CCCCCCC(=O)NO. Cell line: UO-31. Synergy scores: CSS=25.7, Synergy_ZIP=-6.16, Synergy_Bliss=1.90, Synergy_Loewe=3.02, Synergy_HSA=3.35. (7) Drug 1: C1=C(C(=O)NC(=O)N1)F. Drug 2: COC1=NC(=NC2=C1N=CN2C3C(C(C(O3)CO)O)O)N. Cell line: OVCAR-5. Synergy scores: CSS=34.7, Synergy_ZIP=2.59, Synergy_Bliss=2.84, Synergy_Loewe=-10.2, Synergy_HSA=2.15.